From a dataset of Full USPTO retrosynthesis dataset with 1.9M reactions from patents (1976-2016). Predict the reactants needed to synthesize the given product. The reactants are: [Cl:1][C:2]1[CH:7]=[CH:6][C:5]([N+:8]([O-])=O)=[C:4]([O:11][CH3:12])[CH:3]=1. Given the product [Cl:1][C:2]1[CH:7]=[CH:6][C:5]([NH2:8])=[C:4]([O:11][CH3:12])[CH:3]=1, predict the reactants needed to synthesize it.